This data is from Full USPTO retrosynthesis dataset with 1.9M reactions from patents (1976-2016). The task is: Predict the reactants needed to synthesize the given product. (1) Given the product [CH3:17][N:11]1[C@@:6]2([CH2:7][C:8]3[CH:9]=[C:10]4[C:2](=[CH:3][C:4]=3[CH2:5]2)[N:1]=[CH:33][C:32]([CH:37]=[O:43])=[CH:31]4)[C:14](=[O:15])[NH:13][C:12]1=[O:16], predict the reactants needed to synthesize it. The reactants are: [NH2:1][C:2]1[CH:3]=[C:4]2[C:8](=[CH:9][CH:10]=1)[CH2:7][C@:6]1([C:14](=[O:15])[NH:13][C:12](=[O:16])[N:11]1[CH3:17])[CH2:5]2.F[B-](F)(F)F.F[B-](F)(F)F.CN([CH:31]=[C:32]([CH2:37][NH+](C)C)[CH2:33][NH+](C)C)C.Cl.C([O-])(O)=[O:43].[Na+]. (2) Given the product [C:11]([NH:14][C:15]1([CH2:20][C:21]([OH:23])=[O:22])[CH2:19][CH2:18][CH2:17][CH2:16]1)(=[O:13])[CH:10]([CH3:5])[CH3:24], predict the reactants needed to synthesize it. The reactants are: C(N[C:5]1([CH2:10][C:11]([OH:13])=O)CCCC1)(=O)C.[NH2:14][C:15]1([CH2:20][C:21]([OH:23])=[O:22])[CH2:19][CH2:18][CH2:17][CH2:16]1.[CH3:24]C#N.O.CC#N. (3) Given the product [Br:1][C:2]1[CH:3]=[C:4]([O:9][CH:10]([F:12])[F:11])[C:5]([O:8][CH3:13])=[N:6][CH:7]=1, predict the reactants needed to synthesize it. The reactants are: [Br:1][C:2]1[CH:3]=[C:4]([O:9][CH:10]([F:12])[F:11])[C:5]([OH:8])=[N:6][CH:7]=1.[CH3:13]I. (4) Given the product [OH:21][CH2:22][C:23]1[CH:32]=[CH:31][C:26]([O:27][CH2:28][CH2:29][N:18]2[CH2:19][CH2:20][C:14]3([O:13][CH2:12][CH2:11][N:10]([C:8]([C:6]4[N:7]=[C:3]([CH3:2])[S:4][CH:5]=4)=[O:9])[CH2:15]3)[CH2:16][CH2:17]2)=[CH:25][CH:24]=1, predict the reactants needed to synthesize it. The reactants are: Cl.[CH3:2][C:3]1[S:4][CH:5]=[C:6]([C:8]([N:10]2[CH2:15][C:14]3([CH2:20][CH2:19][NH:18][CH2:17][CH2:16]3)[O:13][CH2:12][CH2:11]2)=[O:9])[N:7]=1.[OH:21][CH2:22][C:23]1[CH:32]=[CH:31][C:26]([O:27][CH2:28][CH:29]=O)=[CH:25][CH:24]=1.C(O[BH-](OC(=O)C)OC(=O)C)(=O)C.[Na+]. (5) Given the product [Cl:14][C:15]1[C:16]([CH2:27][S:12][C:10]2[NH:9][C:7]3=[N:8][C:3]([O:2][CH3:1])=[CH:4][CH:5]=[C:6]3[N:11]=2)=[N:17][CH:18]=[CH:19][C:20]=1[N:21]1[CH2:26][CH2:25][O:24][CH2:23][CH2:22]1, predict the reactants needed to synthesize it. The reactants are: [CH3:1][O:2][C:3]1[N:8]=[C:7]2[NH:9][C:10]([SH:12])=[N:11][C:6]2=[CH:5][CH:4]=1.[Cl-].[Cl:14][C:15]1[C:16]([CH2:27]Cl)=[NH+:17][CH:18]=[CH:19][C:20]=1[N:21]1[CH2:26][CH2:25][O:24][CH2:23][CH2:22]1. (6) Given the product [C:1]([O:9][CH2:10][C@@H:11]1[C:15]([O:17][C:18](=[O:20])[CH3:19])([CH3:16])[C@:14]([F:22])([CH3:21])[CH:13]([N:23]2[CH:31]=[N:30][C:29]3[C:24]2=[N:25][CH:26]=[N:27][C:28]=3[N:33]2[CH2:38][CH2:37][O:36][CH2:35][CH2:34]2)[O:12]1)(=[O:8])[C:2]1[CH:7]=[CH:6][CH:5]=[CH:4][CH:3]=1, predict the reactants needed to synthesize it. The reactants are: [C:1]([O:9][CH2:10][C@@H:11]1[C:15]([O:17][C:18](=[O:20])[CH3:19])([CH3:16])[C@:14]([F:22])([CH3:21])[CH:13]([N:23]2[CH:31]=[N:30][C:29]3[C:24]2=[N:25][CH:26]=[N:27][C:28]=3Cl)[O:12]1)(=[O:8])[C:2]1[CH:7]=[CH:6][CH:5]=[CH:4][CH:3]=1.[NH:33]1[CH2:38][CH2:37][O:36][CH2:35][CH2:34]1.O. (7) Given the product [CH2:29]([CH:2]1[CH2:3][N:4]2[CH:8]=[C:7]([C:9]3[CH:14]=[CH:13][CH:12]=[CH:11][C:10]=3[O:15][CH3:16])[N:6]=[C:5]2[CH2:17][NH:18]1)[CH2:30][CH2:31][CH3:32], predict the reactants needed to synthesize it. The reactants are: O=[C:2]([CH2:29][CH2:30][CH2:31][CH3:32])[CH2:3][N:4]1[CH:8]=[C:7]([C:9]2[CH:14]=[CH:13][CH:12]=[CH:11][C:10]=2[O:15][CH3:16])[N:6]=[C:5]1[CH2:17][NH:18]C(OCC1C=CC=CC=1)=O.